This data is from NCI-60 drug combinations with 297,098 pairs across 59 cell lines. The task is: Regression. Given two drug SMILES strings and cell line genomic features, predict the synergy score measuring deviation from expected non-interaction effect. (1) Drug 1: CNC(=O)C1=CC=CC=C1SC2=CC3=C(C=C2)C(=NN3)C=CC4=CC=CC=N4. Drug 2: C1=CC=C(C=C1)NC(=O)CCCCCCC(=O)NO. Cell line: UO-31. Synergy scores: CSS=-1.03, Synergy_ZIP=-1.03, Synergy_Bliss=-1.27, Synergy_Loewe=-2.91, Synergy_HSA=-1.31. (2) Drug 1: CN(CC1=CN=C2C(=N1)C(=NC(=N2)N)N)C3=CC=C(C=C3)C(=O)NC(CCC(=O)O)C(=O)O. Drug 2: CCCCCOC(=O)NC1=NC(=O)N(C=C1F)C2C(C(C(O2)C)O)O. Cell line: SW-620. Synergy scores: CSS=51.2, Synergy_ZIP=3.43, Synergy_Bliss=1.87, Synergy_Loewe=-45.8, Synergy_HSA=1.70. (3) Drug 1: CC1C(C(CC(O1)OC2CC(CC3=C2C(=C4C(=C3O)C(=O)C5=C(C4=O)C(=CC=C5)OC)O)(C(=O)C)O)N)O.Cl. Drug 2: CC1=C(C(=O)C2=C(C1=O)N3CC4C(C3(C2COC(=O)N)OC)N4)N. Cell line: OVCAR-8. Synergy scores: CSS=48.3, Synergy_ZIP=0.206, Synergy_Bliss=2.23, Synergy_Loewe=4.26, Synergy_HSA=4.88.